This data is from Reaction yield outcomes from USPTO patents with 853,638 reactions. The task is: Predict the reaction yield, written as a fraction of the theoretical maximum amount of product (1.0 means a 100% yield; for example, 0.34 means a 34% yield). (1) The reactants are [C:1]([C:4]1[CH:9]=[CH:8][CH:7]=[CH:6][CH:5]=1)(=[O:3])[CH3:2].CO[CH:12](OC)[N:13]([CH3:15])[CH3:14]. The catalyst is CN(C=O)C. The product is [CH3:12][N:13]([CH3:15])[CH:14]=[CH:2][C:1]([C:4]1[CH:9]=[CH:8][CH:7]=[CH:6][CH:5]=1)=[O:3]. The yield is 0.850. (2) The reactants are Br[C:2]1[CH:7]=[CH:6][C:5]([N:8]2[C:14]3=[N:15][C:16]4[C:21]([Cl:22])=[CH:20][CH:19]=[C:18]([CH:23]([CH2:26][CH3:27])[CH2:24][CH3:25])[C:17]=4[N:13]3[CH2:12][CH2:11][CH2:10][CH2:9]2)=[C:4]([CH3:28])[CH:3]=1.CC(C)([O-])C.[Na+].C(P(C(C)(C)C)C1C=CC=CC=1C1C=CC=CC=1)(C)(C)C.[CH3:56][NH:57][CH3:58]. The catalyst is C1(C)C=CC=CC=1.O.C1C=CC(/C=C/C(/C=C/C2C=CC=CC=2)=O)=CC=1.C1C=CC(/C=C/C(/C=C/C2C=CC=CC=2)=O)=CC=1.C1C=CC(/C=C/C(/C=C/C2C=CC=CC=2)=O)=CC=1.[Pd].[Pd]. The product is [Cl:22][C:21]1[C:16]2[N:15]=[C:14]3[N:8]([C:5]4[CH:6]=[CH:7][C:2]([N:57]([CH3:58])[CH3:56])=[CH:3][C:4]=4[CH3:28])[CH2:9][CH2:10][CH2:11][CH2:12][N:13]3[C:17]=2[C:18]([CH:23]([CH2:26][CH3:27])[CH2:24][CH3:25])=[CH:19][CH:20]=1. The yield is 0.490. (3) The reactants are [Cl:1][CH:2]([C:14]1[CH:19]=[CH:18][CH:17]=[CH:16][CH:15]=1)[C:3]([C:5]1[C:13]2[C:8](=[CH:9][CH:10]=[CH:11][CH:12]=2)[NH:7][CH:6]=1)=[O:4].[H-].[Na+].Br[CH2:23][CH2:24][N:25]1[CH2:30][CH2:29][O:28][CH2:27][CH2:26]1.O. The catalyst is CN(C=O)C.CN(C1C=CN=CC=1)C. The product is [Cl:1][CH:2]([C:14]1[CH:19]=[CH:18][CH:17]=[CH:16][CH:15]=1)[C:3]([C:5]1[C:13]2[C:8](=[CH:9][CH:10]=[CH:11][CH:12]=2)[N:7]([CH2:23][CH2:24][N:25]2[CH2:30][CH2:29][O:28][CH2:27][CH2:26]2)[CH:6]=1)=[O:4]. The yield is 0.700. (4) The reactants are [N:1]1[C:10]2[C:5](=[CH:6][C:7]([CH:11]=O)=[CH:8][CH:9]=2)[N:4]=[CH:3][CH:2]=1.NC1C=C(C)C=CC=1N.C(C=O)=O. The catalyst is O.CC#N.[Cl-].[Na+].O. The product is [CH3:11][C:7]1[CH:6]=[C:5]2[C:10](=[CH:9][CH:8]=1)[N:1]=[CH:2][CH:3]=[N:4]2. The yield is 0.810. (5) The reactants are Br[C:2]1[C:14]([CH2:15][O:16]C2CCCCO2)=[CH:13][C:5]([O:6]C2CCCCO2)=[C:4]([F:23])[CH:3]=1.[Li]CCCC.[B:29](OC(C)C)(OC(C)C)[O:30]C(C)C. The catalyst is C1COCC1. The product is [F:23][C:4]1[C:5]([OH:6])=[CH:13][C:14]2[CH2:15][O:16][B:29]([OH:30])[C:2]=2[CH:3]=1. The yield is 0.739. (6) The reactants are [C:1]([N:5]1[C:9]([CH3:10])=[C:8]([C:11]([O:13]CC)=[O:12])[CH:7]=[N:6]1)([CH3:4])([CH3:3])[CH3:2].O.[OH-].[Li+].Cl. The catalyst is C(O)C.O.O1CCOCC1.O.CCOCC. The product is [C:1]([N:5]1[C:9]([CH3:10])=[C:8]([C:11]([OH:13])=[O:12])[CH:7]=[N:6]1)([CH3:4])([CH3:2])[CH3:3]. The yield is 0.870. (7) The reactants are [CH3:1][O:2][C:3](=[O:33])[C@@H:4]([NH:7][C:8](=[O:32])[C:9]1[CH:14]=[CH:13][C:12]([C:15]#[C:16]/[CH:17]=[CH:18]/[C:19]2[CH:24]=[CH:23][C:22]([CH2:25][N:26]3[CH2:31][CH2:30][O:29][CH2:28][CH2:27]3)=[CH:21][CH:20]=2)=[CH:11][CH:10]=1)[CH2:5]O.C[CH2:35][N:36](C(C)C)C(C)C.CS(Cl)(=O)=O.CN.C1COCC1. The catalyst is C(Cl)Cl. The product is [CH3:1][O:2][C:3](=[O:33])[C@@H:4]([NH:7][C:8](=[O:32])[C:9]1[CH:14]=[CH:13][C:12]([C:15]#[C:16]/[CH:17]=[CH:18]/[C:19]2[CH:24]=[CH:23][C:22]([CH2:25][N:26]3[CH2:31][CH2:30][O:29][CH2:28][CH2:27]3)=[CH:21][CH:20]=2)=[CH:11][CH:10]=1)[CH2:5][NH:36][CH3:35]. The yield is 0.650. (8) The reactants are [NH:1]1[C:5]2[CH:6]=[CH:7][C:8]([C:10]([OH:12])=O)=[CH:9][C:4]=2[N:3]=[CH:2]1.[CH3:13][O:14][C:15]([C:17]1[C:22]2[C@@H:23]3[C@H:28]([CH2:29][CH2:30][C:21]=2[CH:20]=[CH:19][CH:18]=1)[NH:27][CH2:26][CH2:25][CH2:24]3)=[O:16]. The catalyst is C(Cl)Cl.CO. The product is [CH3:13][O:14][C:15]([C:17]1[C:22]2[C@@H:23]3[C@H:28]([CH2:29][CH2:30][C:21]=2[CH:20]=[CH:19][CH:18]=1)[N:27]([C:10]([C:8]1[CH:7]=[CH:6][C:5]2[NH:1][CH:2]=[N:3][C:4]=2[CH:9]=1)=[O:12])[CH2:26][CH2:25][CH2:24]3)=[O:16]. The yield is 0.430. (9) The reactants are Br[C:2]1[CH:3]=[C:4]2[C:8](=[CH:9][C:10]=1[Cl:11])[NH:7][N:6]=[C:5]2[C:12]([OH:14])=[O:13].[CH3:15][N:16]1[CH2:21][CH2:20][N:19]([C:22]2[CH:27]=[CH:26][C:25](B3OC(C)(C)C(C)(C)O3)=[CH:24][CH:23]=2)[CH2:18][CH2:17]1.C(=O)([O-])[O-].[K+].[K+].Cl. The catalyst is CCOC(C)=O.C1C=CC(P(C2C=CC=CC=2)[C-]2C=CC=C2)=CC=1.C1C=CC(P(C2C=CC=CC=2)[C-]2C=CC=C2)=CC=1.Cl[Pd]Cl.[Fe+2].O1CCOCC1. The product is [Cl:11][C:10]1[CH:9]=[C:8]2[C:4]([C:5]([C:12]([OH:14])=[O:13])=[N:6][NH:7]2)=[CH:3][C:2]=1[C:25]1[CH:24]=[CH:23][C:22]([N:19]2[CH2:20][CH2:21][N:16]([CH3:15])[CH2:17][CH2:18]2)=[CH:27][CH:26]=1. The yield is 0.0400.